From a dataset of Catalyst prediction with 721,799 reactions and 888 catalyst types from USPTO. Predict which catalyst facilitates the given reaction. (1) Reactant: [CH3:1][O:2][C:3]1[CH:8]=[CH:7][CH:6]=[C:5]([O:9][CH3:10])[N:4]=1.C([Li])CCC.[Cl:16][C:17]1[CH:18]=[C:19]2[C:23](=[CH:24][CH:25]=1)[NH:22][C:21](=[O:26])[C:20]2=[O:27]. Product: [Cl:16][C:17]1[CH:18]=[C:19]2[C:23](=[CH:24][CH:25]=1)[NH:22][C:21](=[O:26])[C:20]2([OH:27])[C:8]1[C:3]([O:2][CH3:1])=[N:4][C:5]([O:9][CH3:10])=[CH:6][CH:7]=1. The catalyst class is: 1. (2) Reactant: [F:1][C:2]1[CH:7]=[CH:6][C:5]([C:8]2[S:12][C:11]3[CH:13]=[C:14]([O:17]C)[CH:15]=[CH:16][C:10]=3[C:9]=2[O:19][C:20]2[CH:33]=[CH:32][C:23](/[CH:24]=[CH:25]/[C:26]3[NH:30][C:29]([CH3:31])=[N:28][N:27]=3)=[CH:22][CH:21]=2)=[C:4]([CH3:34])[CH:3]=1.B(Br)(Br)Br. Product: [F:1][C:2]1[CH:7]=[CH:6][C:5]([C:8]2[S:12][C:11]3[CH:13]=[C:14]([OH:17])[CH:15]=[CH:16][C:10]=3[C:9]=2[O:19][C:20]2[CH:21]=[CH:22][C:23](/[CH:24]=[CH:25]/[C:26]3[NH:30][C:29]([CH3:31])=[N:28][N:27]=3)=[CH:32][CH:33]=2)=[C:4]([CH3:34])[CH:3]=1. The catalyst class is: 2. (3) Reactant: [O:1]=[C:2]1[C:6]2([CH2:11][CH2:10][NH:9][CH2:8][CH2:7]2)[N:5]([C:12]2[CH:17]=[CH:16][CH:15]=[CH:14][CH:13]=2)[CH2:4][N:3]1[CH2:18][C:19]1[CH:20]=[C:21]([CH:29]=[CH:30][CH:31]=1)[C:22]([O:24][C:25]([CH3:28])([CH3:27])[CH3:26])=[O:23].I[CH2:33][CH2:34][CH2:35][C:36]([C:38]1[CH:43]=[CH:42][C:41]([O:44][CH3:45])=[CH:40][CH:39]=1)=[O:37].C(=O)([O-])[O-].[K+].[K+]. Product: [CH3:45][O:44][C:41]1[CH:42]=[CH:43][C:38]([C:36](=[O:37])[CH2:35][CH2:34][CH2:33][N:9]2[CH2:10][CH2:11][C:6]3([N:5]([C:12]4[CH:13]=[CH:14][CH:15]=[CH:16][CH:17]=4)[CH2:4][N:3]([CH2:18][C:19]4[CH:20]=[C:21]([CH:29]=[CH:30][CH:31]=4)[C:22]([O:24][C:25]([CH3:28])([CH3:26])[CH3:27])=[O:23])[C:2]3=[O:1])[CH2:7][CH2:8]2)=[CH:39][CH:40]=1. The catalyst class is: 9. (4) Reactant: Br[C:2]1[CH:7]=[C:6](Br)[CH:5]=[C:4]([Br:9])[CH:3]=1.[C:10]1([NH:16][C:17]2[CH:29]=[CH:28][C:20]3[S:21][C:22]4[CH:27]=[CH:26][CH:25]=[CH:24][C:23]=4[C:19]=3[CH:18]=2)[CH:15]=[CH:14][CH:13]=[CH:12][CH:11]=1.[CH:43]1[CH:48]=[CH:47][C:46](P([C:43]2[CH:48]=[CH:47][CH:46]=[CH:45][CH:44]=2)[C:43]2[CH:48]=[CH:47][CH:46]=[CH:45][CH:44]=2)=[CH:45][CH:44]=1.[CH3:49][C:50]([O-])([CH3:52])[CH3:51].[Na+]. Product: [Br:9][C:4]1[CH:5]=[C:6]([N:16]([C:10]2[CH:11]=[CH:12][C:51]3[S:21][C:20]4[CH:19]=[CH:18][CH:17]=[CH:29][C:52]=4[C:50]=3[CH:49]=2)[C:43]2[CH:44]=[CH:45][CH:46]=[CH:47][CH:48]=2)[CH:7]=[C:2]([N:16]([C:17]2[CH:29]=[CH:28][C:20]3[S:21][C:22]4[CH:27]=[CH:26][CH:25]=[CH:24][C:23]=4[C:19]=3[CH:18]=2)[C:10]2[CH:15]=[CH:14][CH:13]=[CH:12][CH:11]=2)[CH:3]=1. The catalyst class is: 187. (5) Reactant: FC(F)(F)S(O[C:7]1[C:16]([CH:17]=[O:18])=[C:15]([CH:19]([CH3:21])[CH3:20])[CH:14]=[C:13]2[C:8]=1[C:9](=[O:24])[CH2:10][C:11]([CH3:23])([CH3:22])[O:12]2)(=O)=O.[F:27][C:28]1[CH:33]=[CH:32][C:31](B(O)O)=[CH:30][CH:29]=1.C(=O)([O-])[O-].[K+].[K+].[Cl-].[NH4+]. Product: [F:27][C:28]1[CH:33]=[CH:32][C:31]([C:7]2[C:16]([CH:17]=[O:18])=[C:15]([CH:19]([CH3:20])[CH3:21])[CH:14]=[C:13]3[C:8]=2[C:9](=[O:24])[CH2:10][C:11]([CH3:22])([CH3:23])[O:12]3)=[CH:30][CH:29]=1. The catalyst class is: 203.